From a dataset of Forward reaction prediction with 1.9M reactions from USPTO patents (1976-2016). Predict the product of the given reaction. (1) Given the reactants [Cl:1][C:2]1[CH:10]=[C:9]2[C:5]([C:6]([C:11]([N:13]3[CH2:18][CH2:17][C:16]4([C:22]5[CH:23]=[CH:24][CH:25]=[CH:26][C:21]=5[CH2:20][O:19]4)[CH2:15][CH2:14]3)=[O:12])=[CH:7][NH:8]2)=[CH:4][CH:3]=1.[H-].[Na+].C(OC([N:36]1[CH2:41][CH2:40][CH2:39][C@H:38]([CH2:42]OS(C)(=O)=O)[CH2:37]1)=O)(C)(C)C, predict the reaction product. The product is: [Cl:1][C:2]1[CH:10]=[C:9]2[C:5]([C:6]([C:11]([N:13]3[CH2:18][CH2:17][C:16]4([C:22]5[CH:23]=[CH:24][CH:25]=[CH:26][C:21]=5[CH2:20][O:19]4)[CH2:15][CH2:14]3)=[O:12])=[CH:7][N:8]2[CH2:42][C@H:38]2[CH2:39][CH2:40][CH2:41][NH:36][CH2:37]2)=[CH:4][CH:3]=1. (2) Given the reactants [OH:1][CH2:2][CH2:3][CH2:4][C:5]1[CH:6]=[C:7]([CH:11]=[C:12]([O:16][CH3:17])[C:13]=1[O:14][CH3:15])[C:8]([OH:10])=[O:9].[CH3:18]I, predict the reaction product. The product is: [CH3:17][O:16][C:12]1[CH:11]=[C:7]([CH:6]=[C:5]([CH2:4][CH2:3][CH2:2][O:1][CH3:18])[C:13]=1[O:14][CH3:15])[C:8]([OH:10])=[O:9].